Task: Regression/Classification. Given a drug SMILES string, predict its toxicity properties. Task type varies by dataset: regression for continuous values (e.g., LD50, hERG inhibition percentage) or binary classification for toxic/non-toxic outcomes (e.g., AMES mutagenicity, cardiotoxicity, hepatotoxicity). Dataset: ames.. Dataset: Ames mutagenicity test results for genotoxicity prediction (1) The drug is NC(CSC(F)(F)C(F)Cl)C(=O)O. The result is 0 (non-mutagenic). (2) The molecule is CC(C)(C)NCC(O)COc1nsnc1N1CCOCC1. The result is 0 (non-mutagenic).